From a dataset of Forward reaction prediction with 1.9M reactions from USPTO patents (1976-2016). Predict the product of the given reaction. (1) Given the reactants [C:1]1([CH2:11][NH2:12])[C:10]2[C:5](=[CH:6][CH:7]=[CH:8][CH:9]=2)[CH:4]=[CH:3][CH:2]=1.C(N(CC)CC)C.[C:20](Cl)(=[O:23])[CH:21]=[CH2:22], predict the reaction product. The product is: [C:1]1([CH2:11][NH:12][C:20](=[O:23])[CH:21]=[CH2:22])[C:10]2[C:5](=[CH:6][CH:7]=[CH:8][CH:9]=2)[CH:4]=[CH:3][CH:2]=1. (2) Given the reactants [C:1]([NH:4][C:5]1[CH:10]=[CH:9][C:8]([OH:11])=[CH:7][CH:6]=1)(=[O:3])[CH3:2].OC1C=CC(S[C:20]2[CH:25]=[CH:24][C:23]([N+:26]([O-:28])=[O:27])=[C:22]([NH2:29])[CH:21]=2)=CC=1.[H-].[Na+], predict the reaction product. The product is: [C:1]([NH:4][C:5]1[CH:10]=[CH:9][C:8]([O:11][C:20]2[CH:25]=[CH:24][C:23]([N+:26]([O-:28])=[O:27])=[C:22]([NH2:29])[CH:21]=2)=[CH:7][CH:6]=1)(=[O:3])[CH3:2]. (3) Given the reactants [CH2:1](C1NC(C(OCC)=O)=CC=1)C.[Cl:13][C:14]1[C:18]([Cl:19])=[C:17]([CH3:20])[NH:16][C:15]=1[C:21]([O:23][CH2:24][CH3:25])=[O:22], predict the reaction product. The product is: [Cl:13][C:14]1[C:18]([Cl:19])=[C:17]([CH2:20][CH3:1])[NH:16][C:15]=1[C:21]([O:23][CH2:24][CH3:25])=[O:22]. (4) Given the reactants C(N(CC)CC)C.[Si:8]([O:15][CH2:16][C@@H:17]([C:19]1[CH:24]=[CH:23][C:22]([Cl:25])=[C:21]([F:26])[CH:20]=1)[OH:18])([C:11]([CH3:14])([CH3:13])[CH3:12])([CH3:10])[CH3:9].[CH3:27][S:28](Cl)(=[O:30])=[O:29], predict the reaction product. The product is: [CH3:27][S:28]([O:18][C@H:17]([C:19]1[CH:24]=[CH:23][C:22]([Cl:25])=[C:21]([F:26])[CH:20]=1)[CH2:16][O:15][Si:8]([C:11]([CH3:14])([CH3:13])[CH3:12])([CH3:10])[CH3:9])(=[O:30])=[O:29]. (5) Given the reactants [CH3:1][N:2]1[CH2:7][CH2:6][N:5]([C:8]2[CH:13]=[CH:12][C:11]([N+:14]([O-])=O)=[C:10]([C:17]3[S:18][CH:19]=[CH:20][C:21]=3[CH3:22])[CH:9]=2)[CH2:4][CH2:3]1, predict the reaction product. The product is: [CH3:1][N:2]1[CH2:3][CH2:4][N:5]([C:8]2[CH:13]=[CH:12][C:11]([NH2:14])=[C:10]([C:17]3[S:18][CH:19]=[CH:20][C:21]=3[CH3:22])[CH:9]=2)[CH2:6][CH2:7]1. (6) Given the reactants [C:1]([C:5]1[N:9]([CH2:10][CH2:11][C:12]2[CH:17]=[CH:16][C:15]([F:18])=[CH:14][CH:13]=2)[C:8]([CH3:19])=[C:7]([C:20]([O:22][CH2:23][CH3:24])=[O:21])[CH:6]=1)(C)(C)[CH3:2].C(Cl)(=[O:27])C.[Sn](Cl)(Cl)(Cl)Cl.[OH-].[Na+], predict the reaction product. The product is: [C:1]([C:5]1[N:9]([CH2:10][CH2:11][C:12]2[CH:17]=[CH:16][C:15]([F:18])=[CH:14][CH:13]=2)[C:8]([CH3:19])=[C:7]([C:20]([O:22][CH2:23][CH3:24])=[O:21])[CH:6]=1)(=[O:27])[CH3:2]. (7) Given the reactants [F:1][C:2]1[CH:7]=[CH:6][C:5]([CH2:8][C:9]2[C:18]3[C:13](=[CH:14][CH:15]=[CH:16][CH:17]=3)[C:12](=[O:19])[NH:11][N:10]=2)=[CH:4][C:3]=1[N:20]1[C:24](=[O:25])[C:23]([CH3:27])([CH3:26])[N:22]([CH2:28][C:29]([OH:31])=[O:30])[C:21]1=[O:32].S(=O)(=O)(O)O.[CH3:38]O, predict the reaction product. The product is: [CH3:38][O:30][C:29](=[O:31])[CH2:28][N:22]1[C:23]([CH3:26])([CH3:27])[C:24](=[O:25])[N:20]([C:3]2[CH:4]=[C:5]([CH2:8][C:9]3[C:18]4[C:13](=[CH:14][CH:15]=[CH:16][CH:17]=4)[C:12](=[O:19])[NH:11][N:10]=3)[CH:6]=[CH:7][C:2]=2[F:1])[C:21]1=[O:32]. (8) Given the reactants [Si:1]([O:8][CH:9]1[CH2:18][C:17]2[C:16]([NH2:19])=[CH:15][CH:14]=[CH:13][C:12]=2[CH2:11][CH2:10]1)([C:4]([CH3:7])([CH3:6])[CH3:5])([CH3:3])[CH3:2].C1C=C(O[C:27](OC2N=CC=CC=2)=[S:28])N=CC=1, predict the reaction product. The product is: [C:4]([Si:1]([O:8][CH:9]1[CH2:10][CH2:11][C:12]2[C:17](=[C:16]([N:19]=[C:27]=[S:28])[CH:15]=[CH:14][CH:13]=2)[CH2:18]1)([CH3:3])[CH3:2])([CH3:7])([CH3:6])[CH3:5]. (9) Given the reactants [H-].[H-].[H-].[H-].[Li+].[Al+3].[CH2:7]([S:10][C:11]1[CH:19]=[CH:18][CH:17]=[CH:16][C:12]=1[C:13]([NH2:15])=O)[CH:8]=[CH2:9], predict the reaction product. The product is: [CH2:7]([S:10][C:11]1[CH:19]=[CH:18][CH:17]=[CH:16][C:12]=1[CH2:13][NH2:15])[CH:8]=[CH2:9].